This data is from Full USPTO retrosynthesis dataset with 1.9M reactions from patents (1976-2016). The task is: Predict the reactants needed to synthesize the given product. (1) Given the product [NH:40]1[C:41]2[CH:46]=[CH:45][CH:44]=[CH:43][C:42]=2[N:47]=[C:12]1[C@H:11]([NH:10][C:8](=[O:9])[O:7][C:3]([CH3:6])([CH3:5])[CH3:4])[CH2:15][C:16]1[CH:21]=[CH:20][C:19]([O:22][CH3:23])=[CH:18][CH:17]=1, predict the reactants needed to synthesize it. The reactants are: N#N.[C:3]([O:7][C:8]([NH:10][C@H:11]([CH2:15][C:16]1[CH:21]=[CH:20][C:19]([O:22][CH3:23])=[CH:18][CH:17]=1)[C:12](O)=O)=[O:9])([CH3:6])([CH3:5])[CH3:4].C(N1CCOCC1)C.CN(C(O[N:40]1N=[N:47][C:42]2[CH:43]=[CH:44][CH:45]=[CH:46][C:41]1=2)=[N+](C)C)C.[B-](F)(F)(F)F.C1(N)C=CC=CC=1N. (2) Given the product [NH2:22][CH2:21][CH2:20][N:23]1[CH:5]=[CH:6][C:7](=[O:8])[C:2]([O:1][CH2:10][C:11]2[CH:16]=[CH:15][CH:14]=[CH:13][CH:12]=2)=[C:3]1[CH3:9], predict the reactants needed to synthesize it. The reactants are: [OH:1][C:2]1[C:7](=[O:8])[CH:6]=[CH:5]O[C:3]=1[CH3:9].[CH2:10](Cl)[C:11]1[CH:16]=[CH:15][CH:14]=[CH:13][CH:12]=1.[OH-].[Na+].[CH2:20]([NH2:23])[CH2:21][NH2:22].